From a dataset of Full USPTO retrosynthesis dataset with 1.9M reactions from patents (1976-2016). Predict the reactants needed to synthesize the given product. (1) Given the product [CH2:5]1[C:10]2([CH2:11][CH2:12][NH:13][CH2:14][CH2:15]2)[CH2:9][CH2:8][CH2:7][O:6]1, predict the reactants needed to synthesize it. The reactants are: C(Cl)(=O)C.[CH2:5]1[C:10]2([CH2:15][CH2:14][N:13](C(OC(C)(C)C)=O)[CH2:12][CH2:11]2)[CH2:9][CH2:8][CH2:7][O:6]1. (2) Given the product [Br:32][CH2:10][C:9]([C:3]1[CH:4]=[CH:5][C:6]([CH3:8])=[CH:7][C:2]=1[F:1])=[O:11], predict the reactants needed to synthesize it. The reactants are: [F:1][C:2]1[CH:7]=[C:6]([CH3:8])[CH:5]=[CH:4][C:3]=1[C:9](=[O:11])[CH3:10].N1C(C)=CC=CC=1C.FC(F)(F)S(O[Si](C)(C)C)(=O)=O.[Br:32]N1C(=O)CCC1=O. (3) Given the product [Si:6]([O:5][CH2:4][C:3]1[C:13]([O:17][CH3:18])=[CH:14][CH:15]=[CH:16][C:2]=1/[CH:21]=[CH:20]/[C:19]([O:23][CH2:24][CH3:25])=[O:22])([C:9]([CH3:12])([CH3:11])[CH3:10])([CH3:8])[CH3:7], predict the reactants needed to synthesize it. The reactants are: Br[C:2]1[CH:16]=[CH:15][CH:14]=[C:13]([O:17][CH3:18])[C:3]=1[CH2:4][O:5][Si:6]([C:9]([CH3:12])([CH3:11])[CH3:10])([CH3:8])[CH3:7].[C:19]([O:23][CH2:24][CH3:25])(=[O:22])[CH:20]=[CH2:21].C(N(CC)CC)C.C1(C)C=CC=CC=1P(C1C=CC=CC=1C)C1C=CC=CC=1C. (4) Given the product [CH3:16][C:17]1([CH3:39])[S:21][C@@H:20]2[C@H:22]([NH:25][C:26]([C@H:28]([NH2:35])[C:29]3[CH:34]=[CH:33][CH:32]=[CH:31][CH:30]=3)=[O:27])[C:23](=[O:24])[N:19]2[C@H:18]1[C:36]([OH:38])=[O:37], predict the reactants needed to synthesize it. The reactants are: CN1CCOCC1.ClC(OCC(C)C)=O.[CH3:16][C:17]1([CH3:39])[S:21][C@@H:20]2[C@H:22]([NH:25][C:26]([C@H:28]([NH2:35])[C:29]3[CH:30]=[CH:31][CH:32]=[CH:33][CH:34]=3)=[O:27])[C:23](=[O:24])[N:19]2[C@H:18]1[C:36]([OH:38])=[O:37].O.O.O.CCN(CC)CC. (5) Given the product [Na+:14].[NH2:1][C:2]1[C:3]([C:9]([O-:11])=[O:10])=[N:4][CH:5]=[N:6][C:7]=1[CH3:8], predict the reactants needed to synthesize it. The reactants are: [NH2:1][C:2]1[C:3]([C:9]([O:11]C)=[O:10])=[N:4][CH:5]=[N:6][C:7]=1[CH3:8].[OH-].[Na+:14]. (6) Given the product [C:5]([OH:7])(=[O:6])[C:4]1[CH:8]=[CH:9][CH:10]=[CH:2][CH:3]=1, predict the reactants needed to synthesize it. The reactants are: C(O)(=O)[C:2]1[CH:10]=[CH:9][CH:8]=[C:4]([C:5]([OH:7])=[O:6])[CH:3]=1.CCN=C=NCCCN(C)C.Cl.CNCCOCCOCCOCCC(OC(C)(C)C)=O. (7) Given the product [F:1][C:2]1[CH:10]=[C:9]2[C:5]([C:6]([C:20]3[CH:21]=[N:22][N:23]([CH2:25][CH:26]([OH:27])[C:32]#[N:33])[CH:24]=3)=[CH:7][N:8]2[S:11]([C:14]2[CH:15]=[CH:16][CH:17]=[CH:18][CH:19]=2)(=[O:13])=[O:12])=[CH:4][CH:3]=1, predict the reactants needed to synthesize it. The reactants are: [F:1][C:2]1[CH:10]=[C:9]2[C:5]([C:6]([C:20]3[CH:21]=[N:22][N:23]([CH2:25][CH:26]=[O:27])[CH:24]=3)=[CH:7][N:8]2[S:11]([C:14]2[CH:19]=[CH:18][CH:17]=[CH:16][CH:15]=2)(=[O:13])=[O:12])=[CH:4][CH:3]=1.[Si]([C:32]#[N:33])(C)(C)C.CCN(C(C)C)C(C)C. (8) Given the product [C:20]([O:19][C:17]([N:13]1[CH2:14][CH2:15][O:16][C@@H:11]([C:8]2[N:4]3[CH:5]=[CH:6][N:7]=[C:2]([Cl:1])[C:3]3=[C:10]([Br:24])[N:9]=2)[CH2:12]1)=[O:18])([CH3:23])([CH3:22])[CH3:21], predict the reactants needed to synthesize it. The reactants are: [Cl:1][C:2]1[C:3]2[N:4]([C:8]([C@@H:11]3[O:16][CH2:15][CH2:14][N:13]([C:17]([O:19][C:20]([CH3:23])([CH3:22])[CH3:21])=[O:18])[CH2:12]3)=[N:9][CH:10]=2)[CH:5]=[CH:6][N:7]=1.[Br:24]N1C(=O)CCC1=O. (9) Given the product [C:1]([C:16]1[CH:15]=[CH:14][CH:13]=[C:12]2[C:17]=1[NH:9][C:10]([C:18]([O:20][CH2:21][CH3:22])=[O:19])=[CH:11]2)(=[O:3])[CH3:2], predict the reactants needed to synthesize it. The reactants are: [C:1](Cl)(=[O:3])[CH3:2].[Cl-].[Al+3].[Cl-].[Cl-].[NH:9]1[C:17]2[C:12](=[CH:13][CH:14]=[CH:15][CH:16]=2)[CH:11]=[C:10]1[C:18]([O:20][CH2:21][CH3:22])=[O:19]. (10) Given the product [CH:8](/[S:16][CH2:9][C:10]1[CH:15]=[CH:14][CH:13]=[CH:12][CH:11]=1)=[CH:7]/[C:1]1[CH:6]=[CH:5][CH:4]=[CH:3][CH:2]=1, predict the reactants needed to synthesize it. The reactants are: [C:1]1([C:7]#[CH:8])[CH:6]=[CH:5][CH:4]=[CH:3][CH:2]=1.[CH2:9]([SH:16])[C:10]1[CH:15]=[CH:14][CH:13]=[CH:12][CH:11]=1.[Na].